This data is from Retrosynthesis with 50K atom-mapped reactions and 10 reaction types from USPTO. The task is: Predict the reactants needed to synthesize the given product. (1) Given the product O=C1CSc2ncc(C(=O)O)cc2N1, predict the reactants needed to synthesize it. The reactants are: COC(=O)c1cnc2c(c1)NC(=O)CS2. (2) The reactants are: O=C1CN(C2CCCCC2)CN1c1ccc([N+](=O)[O-])cc1. Given the product Nc1ccc(N2CN(C3CCCCC3)CC2=O)cc1, predict the reactants needed to synthesize it. (3) Given the product C[C@@H](CO)Cc1ccc(C(C)(C)C)cc1, predict the reactants needed to synthesize it. The reactants are: C/C(=C\c1ccc(C(C)(C)C)cc1)CO. (4) Given the product NC[C@H]1CC[C@H](CNC(=O)c2cc(-c3ccncc3)nc3ccccc23)CC1, predict the reactants needed to synthesize it. The reactants are: CC(C)(C)OC(=O)NC[C@H]1CC[C@H](CNC(=O)c2cc(-c3ccncc3)nc3ccccc23)CC1. (5) The reactants are: O=C(Cl)c1cccc(Cl)c1.O=C1C(=O)c2ccc(-c3ccccc3)cc2C2=C1SCC1(CCNCC1)O2. Given the product O=C1C(=O)c2ccc(-c3ccccc3)cc2C2=C1SCC1(CCN(C(=O)c3cccc(Cl)c3)CC1)O2, predict the reactants needed to synthesize it. (6) Given the product CC(C)OC(=O)c1cc(-n2c(=O)c(CBr)cn(C)c2=O)c(F)cc1Cl, predict the reactants needed to synthesize it. The reactants are: Cc1cn(C)c(=O)n(-c2cc(C(=O)OC(C)C)c(Cl)cc2F)c1=O.O=C1CCC(=O)N1Br. (7) Given the product CC(=O)N1CCC(C(C)(C)C(=O)Nc2ccc(-c3cc(F)cc(F)c3)cn2)CC1, predict the reactants needed to synthesize it. The reactants are: CC(=O)N1CCC(C(C)(C)C(=O)O)CC1.Nc1ccc(-c2cc(F)cc(F)c2)cn1. (8) Given the product CCCCCCCCN=[N+]=[N-], predict the reactants needed to synthesize it. The reactants are: CCCCCCCCBr.[N-]=[N+]=[N-]. (9) Given the product COC(=O)c1ccc(Oc2ccccc2C(C)=O)cc1, predict the reactants needed to synthesize it. The reactants are: CC(=O)c1ccccc1F.COC(=O)c1ccc(O)cc1. (10) Given the product CC(=O)N[C@H]1CC[C@@H](NC(=O)c2c(C)[nH]c3c(-c4ccc(F)cc4OCC4CC4)ncnc23)CC1, predict the reactants needed to synthesize it. The reactants are: CC(=O)Cl.Cc1[nH]c2c(-c3ccc(F)cc3OCC3CC3)ncnc2c1C(=O)N[C@H]1CC[C@@H](N)CC1.